From a dataset of NCI-60 drug combinations with 297,098 pairs across 59 cell lines. Regression. Given two drug SMILES strings and cell line genomic features, predict the synergy score measuring deviation from expected non-interaction effect. (1) Drug 1: C1CN(CCN1C(=O)CCBr)C(=O)CCBr. Drug 2: CC1C(C(CC(O1)OC2CC(CC3=C2C(=C4C(=C3O)C(=O)C5=C(C4=O)C(=CC=C5)OC)O)(C(=O)CO)O)N)O.Cl. Cell line: IGROV1. Synergy scores: CSS=28.6, Synergy_ZIP=-6.52, Synergy_Bliss=-9.82, Synergy_Loewe=-17.6, Synergy_HSA=-5.52. (2) Drug 1: CC1=C2C(C(=O)C3(C(CC4C(C3C(C(C2(C)C)(CC1OC(=O)C(C(C5=CC=CC=C5)NC(=O)C6=CC=CC=C6)O)O)OC(=O)C7=CC=CC=C7)(CO4)OC(=O)C)O)C)OC(=O)C. Drug 2: C1=CC(=C(C=C1I)F)NC2=C(C=CC(=C2F)F)C(=O)NOCC(CO)O. Cell line: UACC62. Synergy scores: CSS=63.6, Synergy_ZIP=-2.96, Synergy_Bliss=-3.55, Synergy_Loewe=3.64, Synergy_HSA=6.07. (3) Drug 1: CCC1=C2CN3C(=CC4=C(C3=O)COC(=O)C4(CC)O)C2=NC5=C1C=C(C=C5)O. Drug 2: CC(C)CN1C=NC2=C1C3=CC=CC=C3N=C2N. Cell line: KM12. Synergy scores: CSS=34.4, Synergy_ZIP=-7.02, Synergy_Bliss=-9.29, Synergy_Loewe=-33.2, Synergy_HSA=-6.93. (4) Drug 1: CCC1=CC2CC(C3=C(CN(C2)C1)C4=CC=CC=C4N3)(C5=C(C=C6C(=C5)C78CCN9C7C(C=CC9)(C(C(C8N6C)(C(=O)OC)O)OC(=O)C)CC)OC)C(=O)OC.C(C(C(=O)O)O)(C(=O)O)O. Drug 2: CC1C(C(CC(O1)OC2CC(CC3=C2C(=C4C(=C3O)C(=O)C5=C(C4=O)C(=CC=C5)OC)O)(C(=O)C)O)N)O.Cl. Cell line: SK-MEL-2. Synergy scores: CSS=49.3, Synergy_ZIP=0.370, Synergy_Bliss=1.70, Synergy_Loewe=0.513, Synergy_HSA=3.03. (5) Drug 1: CCCS(=O)(=O)NC1=C(C(=C(C=C1)F)C(=O)C2=CNC3=C2C=C(C=N3)C4=CC=C(C=C4)Cl)F. Drug 2: C1=CC(=CC=C1CCC2=CNC3=C2C(=O)NC(=N3)N)C(=O)NC(CCC(=O)O)C(=O)O. Cell line: OVCAR3. Synergy scores: CSS=25.6, Synergy_ZIP=-4.06, Synergy_Bliss=-2.56, Synergy_Loewe=-20.8, Synergy_HSA=-3.30.